From a dataset of Reaction yield outcomes from USPTO patents with 853,638 reactions. Predict the reaction yield, written as a fraction of the theoretical maximum amount of product (1.0 means a 100% yield; for example, 0.34 means a 34% yield). (1) The product is [CH3:19][O:18][C:11]1[CH:12]=[C:13]([C:27](=[O:30])[CH2:16][C:15]([C:14]2[CH:13]=[CH:12][C:11]([O:18][CH3:19])=[C:10]([O:20][CH3:21])[C:9]=2[OH:8])=[O:17])[CH:14]=[CH:9][C:10]=1[O:20][CH3:21]. The catalyst is C(O)(C)C.O.C(OC(C)C)(C)C. The reactants are COC1C=C(C=CC=1OC)C([O:8][C:9]1[C:14]([C:15](=[O:17])[CH3:16])=[CH:13][CH:12]=[C:11]([O:18][CH3:19])[C:10]=1[O:20][CH3:21])=O.[C:27](=[O:30])([O-])[O-].[K+].[K+]. The yield is 0.780. (2) The reactants are C(=O)([O-])[O-].[K+].[K+].[CH3:7][N:8]([CH3:31])[CH2:9][CH2:10][O:11][C:12]1[CH:21]=[CH:20][CH:19]=[C:18]2[C:13]=1[C:14]([NH:22][C:23]1[CH:28]=[CH:27][C:26]([OH:29])=[C:25]([CH3:30])[CH:24]=1)=[N:15][CH:16]=[N:17]2.C1OCCOCCOCCOCCOCCOC1.Cl.[N:51]1[CH:56]=[CH:55][CH:54]=[CH:53][C:52]=1[CH2:57]Cl. The catalyst is CC(N(C)C)=O. The product is [CH3:7][N:8]([CH3:31])[CH2:9][CH2:10][O:11][C:12]1[CH:21]=[CH:20][CH:19]=[C:18]2[C:13]=1[C:14]([NH:22][C:23]1[CH:28]=[CH:27][C:26]([O:29][CH2:57][C:52]3[CH:53]=[CH:54][CH:55]=[CH:56][N:51]=3)=[C:25]([CH3:30])[CH:24]=1)=[N:15][CH:16]=[N:17]2. The yield is 0.430. (3) The reactants are [CH:1]([C:4]1[CH:9]=[CH:8][CH:7]=[CH:6][C:5]=1[NH:10][C:11]1[CH:16]=[CH:15][C:14]([C:17]2[CH:22]=[CH:21][CH:20]=[CH:19][CH:18]=2)=[CH:13][C:12]=1[N+:23]([O-])=O)([CH3:3])[CH3:2].C(O)C. The catalyst is [Pd].C.C(O)(=O)C. The product is [CH:1]([C:4]1[CH:9]=[CH:8][CH:7]=[CH:6][C:5]=1[NH:10][C:11]1[CH:16]=[CH:15][C:14]([C:17]2[CH:22]=[CH:21][CH:20]=[CH:19][CH:18]=2)=[CH:13][C:12]=1[NH2:23])([CH3:3])[CH3:2]. The yield is 0.720.